This data is from Forward reaction prediction with 1.9M reactions from USPTO patents (1976-2016). The task is: Predict the product of the given reaction. (1) Given the reactants [OH:1][C@@H:2]([C:6]([O:19][CH3:20])([C:13]1[CH:18]=[CH:17][CH:16]=[CH:15][CH:14]=1)[C:7]1[CH:12]=[CH:11][CH:10]=[CH:9][CH:8]=1)[C:3]([OH:5])=[O:4].[CH3:21][C:22]1[CH:27]=[C:26]([CH3:28])[N:25]=[C:24](S(C)(=O)=O)[N:23]=1, predict the reaction product. The product is: [CH3:28][C:26]1[CH:27]=[C:22]([CH3:21])[N:23]=[C:24]([O:1][C@@H:2]([C:6]([O:19][CH3:20])([C:7]2[CH:12]=[CH:11][CH:10]=[CH:9][CH:8]=2)[C:13]2[CH:18]=[CH:17][CH:16]=[CH:15][CH:14]=2)[C:3]([OH:5])=[O:4])[N:25]=1. (2) The product is: [CH2:13]([CH:8]([CH2:9][CH2:10][CH2:11][CH3:12])[CH2:7][OH:6])[CH3:14]. Given the reactants C([O:6][CH2:7][CH:8]([CH2:13][CH3:14])[CH2:9][CH2:10][CH2:11][CH3:12])(=O)CCC([O:6][CH2:7][CH:8]([CH2:13][CH3:14])[CH2:9][CH2:10][CH2:11][CH3:12])=O.C(O)COCCO, predict the reaction product.